Dataset: Full USPTO retrosynthesis dataset with 1.9M reactions from patents (1976-2016). Task: Predict the reactants needed to synthesize the given product. (1) The reactants are: [CH3:1][N:2]1[C:6]2[C:7]([C:17]3[CH:22]=[CH:21][CH:20]=[CH:19][CH:18]=3)=[CH:8][CH:9]=[C:10]([C:11]3[CH:16]=[CH:15][CH:14]=[CH:13][CH:12]=3)[C:5]=2[N:4]=[C:3]1[CH:23]=O.[CH3:25][O:26][C:27]1[CH:34]=[C:33]([O:35][CH3:36])[CH:32]=[CH:31][C:28]=1[CH2:29][NH2:30]. Given the product [CH3:25][O:26][C:27]1[CH:34]=[C:33]([O:35][CH3:36])[CH:32]=[CH:31][C:28]=1[CH2:29]/[N:30]=[CH:23]/[C:3]1[N:2]([CH3:1])[C:6]2[C:7]([C:17]3[CH:22]=[CH:21][CH:20]=[CH:19][CH:18]=3)=[CH:8][CH:9]=[C:10]([C:11]3[CH:16]=[CH:15][CH:14]=[CH:13][CH:12]=3)[C:5]=2[N:4]=1, predict the reactants needed to synthesize it. (2) Given the product [O:1]=[C:2]([CH2:10][CH2:11][C:12]1[CH:13]=[CH:14][CH:15]=[CH:16][CH:17]=1)/[CH:3]=[CH:20]/[C@@H:22]1[C@@H:29]2[C@@H:25]([O:26][C:27](=[O:30])[CH2:28]2)[CH2:24][C@H:23]1[O:31][C:32](=[O:45])[C:33]1[CH:38]=[CH:37][C:36]([C:39]2[CH:44]=[CH:43][CH:42]=[CH:41][CH:40]=2)=[CH:35][CH:34]=1, predict the reactants needed to synthesize it. The reactants are: [O:1]=[C:2]([CH2:10][CH2:11][C:12]1[CH:17]=[CH:16][CH:15]=[CH:14][CH:13]=1)[CH2:3]P(=O)(OC)OC.[H-].[Na+].[CH:20]([C@@H:22]1[C@@H:29]2[C@@H:25]([O:26][C:27](=[O:30])[CH2:28]2)[CH2:24][C@H:23]1[O:31][C:32](=[O:45])[C:33]1[CH:38]=[CH:37][C:36]([C:39]2[CH:44]=[CH:43][CH:42]=[CH:41][CH:40]=2)=[CH:35][CH:34]=1)=O. (3) Given the product [OH:10][CH2:9][CH2:8][CH2:7][NH:6][C:11](=[O:12])[O:13][CH2:14][CH:15]1[C:27]2[CH:26]=[CH:25][CH:24]=[CH:23][C:22]=2[C:21]2[C:16]1=[CH:17][CH:18]=[CH:19][CH:20]=2, predict the reactants needed to synthesize it. The reactants are: C([O-])(O)=O.[Na+].[NH2:6][CH2:7][CH2:8][CH2:9][OH:10].[C:11](Cl)([O:13][CH2:14][CH:15]1[C:27]2[C:22](=[CH:23][CH:24]=[CH:25][CH:26]=2)[C:21]2[C:16]1=[CH:17][CH:18]=[CH:19][CH:20]=2)=[O:12]. (4) Given the product [OH:2][C:3]1[C:8]2[NH:9][C:10]([C:12]3[S:13][CH:14]=[CH:15][CH:16]=3)=[N:11][C:7]=2[C:6]([C:17]([NH:19][CH:20]2[CH2:25][CH2:24][CH2:23][N:22]([CH3:26])[CH2:21]2)=[O:18])=[CH:5][CH:4]=1, predict the reactants needed to synthesize it. The reactants are: C[O:2][C:3]1[C:8]2[NH:9][C:10]([C:12]3[S:13][CH:14]=[CH:15][CH:16]=3)=[N:11][C:7]=2[C:6]([C:17]([NH:19][CH:20]2[CH2:25][CH2:24][CH2:23][N:22]([CH3:26])[CH2:21]2)=[O:18])=[CH:5][CH:4]=1.B(Br)(Br)Br. (5) Given the product [CH3:7][O:6][C:4]([C:3]1[CH:8]=[CH:9][C:10]([C:13]2[CH:18]=[CH:17][CH:16]=[CH:15][CH:14]=2)=[CH:11][C:2]=1[F:1])=[O:5], predict the reactants needed to synthesize it. The reactants are: [F:1][C:2]1[CH:11]=[C:10](Br)[CH:9]=[CH:8][C:3]=1[C:4]([O:6][CH3:7])=[O:5].[C:13]1(B(O)O)[CH:18]=[CH:17][CH:16]=[CH:15][CH:14]=1.[F-].[Cs+].